From a dataset of Full USPTO retrosynthesis dataset with 1.9M reactions from patents (1976-2016). Predict the reactants needed to synthesize the given product. (1) Given the product [C:1]([O:5][C:6]([N:8]1[C:16]2[C:11](=[CH:12][C:13]([C:17]#[C:18][CH2:19][CH2:20][CH2:21][O:22][S:25]([CH3:24])(=[O:27])=[O:26])=[CH:14][CH:15]=2)[C:10]([CH3:23])=[CH:9]1)=[O:7])([CH3:4])([CH3:3])[CH3:2], predict the reactants needed to synthesize it. The reactants are: [C:1]([O:5][C:6]([N:8]1[C:16]2[C:11](=[CH:12][C:13]([C:17]#[C:18][CH2:19][CH2:20][CH2:21][OH:22])=[CH:14][CH:15]=2)[C:10]([CH3:23])=[CH:9]1)=[O:7])([CH3:4])([CH3:3])[CH3:2].[CH3:24][S:25](Cl)(=[O:27])=[O:26]. (2) Given the product [CH2:26]([O:25][C:11]1[CH:12]=[C:13]([O:17][CH2:18][C:19]2[CH:24]=[CH:23][CH:22]=[CH:21][CH:20]=2)[C:14]([C:35]([CH3:36])=[CH2:34])=[CH:15][C:10]=1[C:9]([OH:8])=[O:33])[C:27]1[CH:28]=[CH:29][CH:30]=[CH:31][CH:32]=1, predict the reactants needed to synthesize it. The reactants are: C([O:8][C:9](=[O:33])[C:10]1[CH:15]=[C:14](Br)[C:13]([O:17][CH2:18][C:19]2[CH:24]=[CH:23][CH:22]=[CH:21][CH:20]=2)=[CH:12][C:11]=1[O:25][CH2:26][C:27]1[CH:32]=[CH:31][CH:30]=[CH:29][CH:28]=1)C1C=CC=CC=1.[CH2:34](N)[CH2:35][CH2:36]C.